Dataset: Full USPTO retrosynthesis dataset with 1.9M reactions from patents (1976-2016). Task: Predict the reactants needed to synthesize the given product. Given the product [NH2:12][C:9]1[CH:10]=[CH:11][C:6]([O:5][CH2:4][CH2:3][O:2][CH3:1])=[C:7]([N:15]([CH3:23])[C:16](=[O:22])[O:17][C:18]([CH3:21])([CH3:20])[CH3:19])[CH:8]=1, predict the reactants needed to synthesize it. The reactants are: [CH3:1][O:2][CH2:3][CH2:4][O:5][C:6]1[CH:11]=[CH:10][C:9]([N+:12]([O-])=O)=[CH:8][C:7]=1[N:15]([CH3:23])[C:16](=[O:22])[O:17][C:18]([CH3:21])([CH3:20])[CH3:19].[NH4+].[Cl-].